This data is from Reaction yield outcomes from USPTO patents with 853,638 reactions. The task is: Predict the reaction yield, written as a fraction of the theoretical maximum amount of product (1.0 means a 100% yield; for example, 0.34 means a 34% yield). The yield is 0.710. The catalyst is O1CCOCC1. The reactants are [H-].[Na+].[NH2:3][C:4]1[N:5]([CH2:18][CH3:19])[C:6]2[C:11]([C:12]=1[C:13]#[N:14])=[CH:10][CH:9]=[C:8]([N+:15]([O-:17])=[O:16])[CH:7]=2.[C:20](Cl)(=[O:22])[CH3:21]. The product is [C:13]([C:12]1[C:11]2[C:6](=[CH:7][C:8]([N+:15]([O-:17])=[O:16])=[CH:9][CH:10]=2)[N:5]([CH2:18][CH3:19])[C:4]=1[NH:3][C:20](=[O:22])[CH3:21])#[N:14].